Dataset: Peptide-MHC class II binding affinity with 134,281 pairs from IEDB. Task: Regression. Given a peptide amino acid sequence and an MHC pseudo amino acid sequence, predict their binding affinity value. This is MHC class II binding data. (1) The MHC is HLA-DQA10401-DQB10402 with pseudo-sequence HLA-DQA10401-DQB10402. The binding affinity (normalized) is 0.183. The peptide sequence is AAKPAAAATATATAA. (2) The peptide sequence is DESWQQFRQELIPLL. The MHC is HLA-DQA10101-DQB10501 with pseudo-sequence HLA-DQA10101-DQB10501. The binding affinity (normalized) is 0.784. (3) The peptide sequence is EGTVDFIFGEARSLY. The MHC is DRB1_0301 with pseudo-sequence DRB1_0301. The binding affinity (normalized) is 0.779. (4) The peptide sequence is NKEITEILPDNNPSP. The MHC is DRB1_0701 with pseudo-sequence DRB1_0701. The binding affinity (normalized) is 0. (5) The MHC is DRB1_0802 with pseudo-sequence DRB1_0802. The peptide sequence is KPLLIAEDVEGEY. The binding affinity (normalized) is 0.150.